From a dataset of Full USPTO retrosynthesis dataset with 1.9M reactions from patents (1976-2016). Predict the reactants needed to synthesize the given product. (1) Given the product [O:1]1[C:5]2[CH:6]=[CH:7][C:8]([C:10]3[CH2:11][C@H:12]4[CH:18]=[N:17][C:16]5[CH:28]=[C:29]([O:34][CH2:35][CH2:36][CH2:37][O:38][C:39]6[C:40]([O:84][CH3:85])=[CH:41][C:42]7[C:48](=[O:49])[N:47]8[CH:50]=[C:51](/[CH:53]=[CH:54]/[CH2:55][NH:56][C:57](=[O:73])[O:58][CH2:59][CH:60]9[C:61]%10[CH:62]=[CH:63][CH:64]=[CH:65][C:66]=%10[C:67]%10[C:72]9=[CH:71][CH:70]=[CH:69][CH:68]=%10)[CH2:52][C@H:46]8[CH:45]=[N:44][C:43]=7[CH:83]=6)[C:30]([O:32][CH3:33])=[CH:31][C:15]=5[C:14](=[O:86])[N:13]4[CH:87]=3)=[CH:9][C:4]=2[O:3][CH2:2]1, predict the reactants needed to synthesize it. The reactants are: [O:1]1[C:5]2[CH:6]=[CH:7][C:8]([C:10]3[CH2:11][C@H:12]4[C:18](=O)[N:17](COCC[Si](C)(C)C)[C:16]5[CH:28]=[C:29]([O:34][CH2:35][CH2:36][CH2:37][O:38][C:39]6[C:40]([O:84][CH3:85])=[CH:41][C:42]7[C:48](=[O:49])[N:47]8[CH:50]=[C:51](/[CH:53]=[CH:54]/[CH2:55][NH:56][C:57](=[O:73])[O:58][CH2:59][CH:60]9[C:72]%10[CH:71]=[CH:70][CH:69]=[CH:68][C:67]=%10[C:66]%10[C:61]9=[CH:62][CH:63]=[CH:64][CH:65]=%10)[CH2:52][C@H:46]8[C:45](=O)[N:44](COCC[Si](C)(C)C)[C:43]=7[CH:83]=6)[C:30]([O:32][CH3:33])=[CH:31][C:15]=5[C:14](=[O:86])[N:13]4[CH:87]=3)=[CH:9][C:4]=2[O:3][CH2:2]1.[Li+].[B-](CC)(CC)CC. (2) Given the product [C:29]([N:15]1[C:16]2[C:21](=[CH:20][C:19]([C:22]([O:24][CH2:25][CH3:26])=[O:23])=[CH:18][CH:17]=2)[CH:12]([NH:11][C:9]([O:8][CH2:1][C:2]2[CH:7]=[CH:6][CH:5]=[CH:4][CH:3]=2)=[O:10])[CH:13]([CH3:28])[CH:14]1[CH3:27])(=[O:31])[CH3:30], predict the reactants needed to synthesize it. The reactants are: [CH2:1]([O:8][C:9]([NH:11][CH:12]1[C:21]2[C:16](=[CH:17][CH:18]=[C:19]([C:22]([O:24][CH2:25][CH3:26])=[O:23])[CH:20]=2)[NH:15][CH:14]([CH3:27])[CH:13]1[CH3:28])=[O:10])[C:2]1[CH:7]=[CH:6][CH:5]=[CH:4][CH:3]=1.[C:29](OC(=O)C)(=[O:31])[CH3:30].[OH-].[Na+]. (3) Given the product [ClH:75].[Br:1][C:2]1[CH:3]=[C:4]2[C:8](=[CH:9][CH:10]=1)[N:7]([C:39](=[O:40])[CH2:38][N:35]1[CH2:36][CH2:37][NH:32][CH2:33][CH2:34]1)[CH:6]=[C:5]2/[C:11](/[C:23]#[N:24])=[CH:12]/[C:13]1[CH:14]=[C:15]([CH:18]=[CH:19][C:20]=1[O:21][CH3:22])[C:16]#[N:17], predict the reactants needed to synthesize it. The reactants are: [Br:1][C:2]1[CH:3]=[C:4]2[C:8](=[CH:9][CH:10]=1)[NH:7][CH:6]=[C:5]2/[C:11](/[C:23]#[N:24])=[CH:12]/[C:13]1[CH:14]=[C:15]([CH:18]=[CH:19][C:20]=1[O:21][CH3:22])[C:16]#[N:17].C(OC([N:32]1[CH2:37][CH2:36][N:35]([CH2:38][C:39](O)=[O:40])[CH2:34][CH2:33]1)=O)(C)(C)C.C1CN([P+](ON2N=NC3C=CC=CC2=3)(N2CCCC2)N2CCCC2)CC1.F[P-](F)(F)(F)(F)F.[ClH:75]. (4) The reactants are: [F:1][C:2]1[CH:7]=[CH:6][C:5]([NH:8][C:9]([NH2:11])=[S:10])=[CH:4][CH:3]=1.Br[CH2:13][C:14](=O)[C:15]([OH:17])=[O:16]. Given the product [F:1][C:2]1[CH:3]=[CH:4][C:5]([NH:8][C:9]2[S:10][CH:13]=[C:14]([C:15]([OH:17])=[O:16])[N:11]=2)=[CH:6][CH:7]=1, predict the reactants needed to synthesize it.